Dataset: Experimentally validated miRNA-target interactions with 360,000+ pairs, plus equal number of negative samples. Task: Binary Classification. Given a miRNA mature sequence and a target amino acid sequence, predict their likelihood of interaction. (1) The protein sequence of the target gene is MAAPLELSCWGGGWGLPSVHSESLVVMAYAKFSGAPLKVNVIDNTWRGSRGDVPILTTEDDMVSQPAKILNFLRKQKYNADYELSAKQGADTLAYIALLEEKLLPAVLHTFWVESDNYFTVTKPWFASQIPFPLSLILPGRMSKGALNRILLTRGQPPLYHLREVEAQIYRDAKECLNLLSNRLGTSQFFFGDTPSTLDAYVFGFLAPLYKVRFPKVQLQEHLKQLSNLCRFCDDILSSYFRLSLGGISPAGQETVDANLQKLTQLVNKESNLIEKMDDNLRQSPQLPPRKLPTLKLTPA.... Result: 0 (no interaction). The miRNA is hsa-miR-6892-5p with sequence GUAAGGGACCGGAGAGUAGGA. (2) The miRNA is hsa-miR-668-5p with sequence UGCGCCUCGGGUGAGCAUG. The protein sequence of the target gene is MSYGRPPPDVEGMTSLKVDNLTYRTSPDTLRRVFEKYGRVGDVYIPRDRYTKESRGFAFVRFHDKRDAEDAMDAMDGAVLDGRELRVQMARYGRPPDSHHSRRGPPPRRYGGGGYGRRSRSPRRRRRSRSRSRSRSRSRSRSRYSRSKSRSRTRSRSRSTSKSRSARRSKSKSSSVSRSRSRSRSRSRSRSPPPVSKRESKSRSRSKSPPKSPEEEGAVSS. Result: 1 (interaction). (3) The miRNA is mmu-miR-467f with sequence AUAUACACACACACACCUACA. The protein sequence of the target gene is MFLQFAVWKCLPHGILIASLLVVSWGQYDDDWQYEDCKLARGGPPATIVAIDEESRNGTILVDNMLIKGTAGGPDPTIELSLKDNVDYWVLLDPVKQMLFLNSTGRVLDRDPPMNIHSIVVQVQCVNKKVGTVIYHEVRIVVRDRNDNSPTFKHESYYATVNELTPVGTTIFTGFSGDNGATDIDDGPNGQIEYVIQYNPEDPTSNDTFEIPLMLTGNVVLRKRLNYEDKTRYYVIIQANDRAQNLNERRTTTTTLTVDVLDGDDLGPMFLPCVLVPNTRDCRPLTYQAAIPELRTPEEL.... Result: 1 (interaction). (4) The miRNA is hsa-miR-4485-5p with sequence ACCGCCUGCCCAGUGA. The protein sequence of the target gene is MFEDVFSDSGNTGNFDRGKKRRLTIIECGCDINMMIDLAKVADLVLMLIDASFGFEMEMFEFLNICQAHGFPKILGVLTHLDSFKHNKQLKKTKKRLKHRFWTEVYQDKVGLTHELVQSLISTYSTIDAKMASSRVTLLSNSKPLGSEAIDNQGVSLEFDQQQGSVCPSESEIYEAGAEDRMAGAPMAAAVQPAEVTVEVGEDLHMHQVRDREMPEVVEIRRSNCTNHCDLGDTSSYHTKVSTVHIMKKRNGGGSLNNYSSSIPPTPSTSQEDPQFSVPPTANTPTPVCKRSMRWSNLFT.... Result: 1 (interaction). (5) The protein sequence of the target gene is MGGGGSALRVCADHRGGINWLSLSPDGQRLLTGSEDGTARLWSTADGQCCALLQGHESYVTFCQLEDEAAFTCSADCTIRRWDVLTGQCLQVYRGHTSIVNRILVANNQLFSSSYDRTARVWSVDKGQMSREFRGHRNCVLTLAYSAPWDLPSTPCAEEAAAGGLLVTGSTDGTAKVWQVASGCCHQTLRGHTGAVLCLVLDTPGHTAFTGSTDATIRAWDILSGEQLRVFREHRGSVICLELVNRLVYSGSADRTVKCWLADTGECVRTFTAHRRNVSALKYHAGTLFTGSGDACARAF.... The miRNA is hsa-miR-8085 with sequence UGGGAGAGAGGACUGUGAGGC. Result: 0 (no interaction). (6) The miRNA is hsa-miR-3651 with sequence CAUAGCCCGGUCGCUGGUACAUGA. The protein sequence of the target gene is MSISALGGRTKGKPLPPGEEERNNVLKQMKVRTTLKGDKSWITKQDESEGRTIELPSGRSRATSFSSAGEVPKPRPPSTRAPTGYIIRGVFTKPIDSSSQPQQQFPKANGTPKSAASLVRTANAGPPRPSSSGYKMTTEDYKKLAPYNIRRSSTSGDTEEEEEEEVVPFSSDEQKRRSEAASGVLRRTAPREHSYVLSAAKKSTGPTQETQAPFIAKRVEVVEEDGPSEKSQDPPALARSTPGSNSADGGRTKASRAIWIECLPSMPSPAGSQELSSRGEEIVRLQILTPRAGLRLVAPD.... Result: 0 (no interaction). (7) The miRNA is hsa-miR-506-3p with sequence UAAGGCACCCUUCUGAGUAGA. The protein sequence of the target gene is MMEESGIETTPPGTPPPNPAGLAATAMSSTPVPLAATSSFSSPNVSSMESFPPLAYSTPQPPLPPVRPSAPLPFVPPPAVPSVPPLVTSMPPPVSPSTAAAFGNPPVSHFPPSTSAPNTLLPAPPSGPPISGFSVGSTYDITRGHAGRAPQTPLMPSFSAPSGTGLLPTPITQQASLTSLAQGTGTTSAITFPEEQEDPRITRGQDEASAGGIWGFIKGVAGNPMVKSVLDKTKHSVESMITTLDPGMAPYIKSGGELDIVVTSNKEVKVAAVRDAFQEVFGLAVVVGEAGQSNIAPQPV.... Result: 0 (no interaction).